From a dataset of NCI-60 drug combinations with 297,098 pairs across 59 cell lines. Regression. Given two drug SMILES strings and cell line genomic features, predict the synergy score measuring deviation from expected non-interaction effect. (1) Drug 1: CC12CCC(CC1=CCC3C2CCC4(C3CC=C4C5=CN=CC=C5)C)O. Drug 2: CC1=C(C(=O)C2=C(C1=O)N3CC4C(C3(C2COC(=O)N)OC)N4)N. Cell line: MDA-MB-435. Synergy scores: CSS=3.01, Synergy_ZIP=-2.03, Synergy_Bliss=-4.44, Synergy_Loewe=-6.92, Synergy_HSA=-4.72. (2) Drug 1: C1=NNC2=C1C(=O)NC=N2. Drug 2: CC1CCCC2(C(O2)CC(NC(=O)CC(C(C(=O)C(C1O)C)(C)C)O)C(=CC3=CSC(=N3)C)C)C. Cell line: MDA-MB-231. Synergy scores: CSS=31.9, Synergy_ZIP=2.96, Synergy_Bliss=2.56, Synergy_Loewe=-23.4, Synergy_HSA=1.50. (3) Drug 1: C1=CC(=CC=C1C#N)C(C2=CC=C(C=C2)C#N)N3C=NC=N3. Drug 2: CC(C)NC(=O)C1=CC=C(C=C1)CNNC.Cl. Cell line: NCI-H522. Synergy scores: CSS=-1.08, Synergy_ZIP=-1.54, Synergy_Bliss=-5.27, Synergy_Loewe=-4.76, Synergy_HSA=-4.84. (4) Drug 2: C1CC(C1)(C(=O)O)C(=O)O.[NH2-].[NH2-].[Pt+2]. Synergy scores: CSS=10.5, Synergy_ZIP=-3.83, Synergy_Bliss=-2.60, Synergy_Loewe=-1.68, Synergy_HSA=-2.26. Cell line: MDA-MB-231. Drug 1: CC1C(C(=O)NC(C(=O)N2CCCC2C(=O)N(CC(=O)N(C(C(=O)O1)C(C)C)C)C)C(C)C)NC(=O)C3=C4C(=C(C=C3)C)OC5=C(C(=O)C(=C(C5=N4)C(=O)NC6C(OC(=O)C(N(C(=O)CN(C(=O)C7CCCN7C(=O)C(NC6=O)C(C)C)C)C)C(C)C)C)N)C. (5) Drug 1: CC1=CC2C(CCC3(C2CCC3(C(=O)C)OC(=O)C)C)C4(C1=CC(=O)CC4)C. Drug 2: C1CN(CCN1C(=O)CCBr)C(=O)CCBr. Synergy scores: CSS=37.0, Synergy_ZIP=-3.75, Synergy_Bliss=-1.79, Synergy_Loewe=-26.6, Synergy_HSA=-2.83. Cell line: NCI-H460. (6) Synergy scores: CSS=49.7, Synergy_ZIP=-0.291, Synergy_Bliss=-0.128, Synergy_Loewe=-0.463, Synergy_HSA=2.69. Cell line: RPMI-8226. Drug 1: CC1=CC2C(CCC3(C2CCC3(C(=O)C)OC(=O)C)C)C4(C1=CC(=O)CC4)C. Drug 2: C1C(C(OC1N2C=C(C(=O)NC2=O)F)CO)O.